Task: Predict the reactants needed to synthesize the given product.. Dataset: Full USPTO retrosynthesis dataset with 1.9M reactions from patents (1976-2016) (1) Given the product [Cl:27][C:28]1[CH:29]=[C:30]([CH:31]=[CH:32][CH:33]=1)[C:34]([NH:36][C:37]([NH:20][C:19]1[CH:21]=[CH:22][C:16]([O:15][C:6]2[C:5]3[C:10](=[CH:11][C:12]([O:13][CH3:14])=[C:3]([O:2][CH3:1])[CH:4]=3)[N:9]=[CH:8][CH:7]=2)=[C:17]([F:23])[CH:18]=1)=[S:38])=[O:35], predict the reactants needed to synthesize it. The reactants are: [CH3:1][O:2][C:3]1[CH:4]=[C:5]2[C:10](=[CH:11][C:12]=1[O:13][CH3:14])[N:9]=[CH:8][CH:7]=[C:6]2[O:15][C:16]1[CH:22]=[CH:21][C:19]([NH2:20])=[CH:18][C:17]=1[F:23].C(O)C.[Cl:27][C:28]1[CH:29]=[C:30]([C:34]([N:36]=[C:37]=[S:38])=[O:35])[CH:31]=[CH:32][CH:33]=1. (2) Given the product [CH3:15][O:14][CH2:13][CH2:12][N:8]1[C:7]2[C:2]3[O:29][CH:22]([C:23]4[CH:24]=[CH:25][CH:26]=[CH:27][CH:28]=4)[CH2:21][CH2:20][C:3]=3[C:4]([C:16]([O:18][CH3:19])=[O:17])=[CH:5][C:6]=2[N:10]=[C:9]1[CH3:11], predict the reactants needed to synthesize it. The reactants are: O[C:2]1[C:7]2[N:8]([CH2:12][CH2:13][O:14][CH3:15])[C:9]([CH3:11])=[N:10][C:6]=2[CH:5]=[C:4]([C:16]([O:18][CH3:19])=[O:17])[C:3]=1[CH2:20][CH2:21][CH:22]([OH:29])[C:23]1[CH:28]=[CH:27][CH:26]=[CH:25][CH:24]=1.[OH-].[Na+]. (3) Given the product [OH:26][CH2:25][CH2:27][NH:28][C:8]1[CH:9]=[CH:10][C:11]2[N:12]([C:14]([C:17]3[S:21][C:20]([C:22](=[O:24])[CH3:23])=[CH:19][CH:18]=3)=[CH:15][N:16]=2)[N:13]=1, predict the reactants needed to synthesize it. The reactants are: C(=O)([O-])[O-].[Cs+].[Cs+].F[C:8]1[CH:9]=[CH:10][C:11]2[N:12]([C:14]([C:17]3[S:21][C:20]([C:22](=[O:24])[CH3:23])=[CH:19][CH:18]=3)=[CH:15][N:16]=2)[N:13]=1.[CH2:25]([CH2:27][NH2:28])[OH:26]. (4) Given the product [Br:18][CH2:11][C@H:10]1[C@@H:9]2[C@H:14]1[C:13](=[O:15])[O:16][C:3]1[C:2]([F:1])=[CH:7][CH:6]=[C:5]([F:8])[C:4]=12, predict the reactants needed to synthesize it. The reactants are: [F:1][C:2]1[C:3]([O:16]C)=[C:4]([C@@H:9]2[C@H:14]3[C@@H:10]2[CH2:11]O[C:13]3=[O:15])[C:5]([F:8])=[CH:6][CH:7]=1.[BrH:18].CC(O)=O. (5) Given the product [CH2:15]([C:9]([C:7]([N:4]1[CH2:5][CH2:6][CH2:1][CH2:2][CH2:3]1)=[O:8])([CH2:13][CH3:14])[C:10]#[N:11])[CH3:16], predict the reactants needed to synthesize it. The reactants are: [CH2:1]1[CH2:6][CH2:5][N:4]([C:7]([CH2:9][C:10]#[N:11])=[O:8])[CH2:3][CH2:2]1.Br[CH2:13][CH3:14].[CH2:15]([Li])[CH2:16]CC.CCCCCC.